Dataset: Full USPTO retrosynthesis dataset with 1.9M reactions from patents (1976-2016). Task: Predict the reactants needed to synthesize the given product. (1) Given the product [F:24][C:19]1[CH:20]=[CH:21][CH:22]=[CH:23][C:18]=1[C:7]1[CH:8]=[C:9]([C:11](=[O:17])[N:12]([CH3:16])[CH2:13][CH2:14][CH3:15])[CH:10]=[C:5]([C:3]([OH:4])=[O:2])[CH:6]=1, predict the reactants needed to synthesize it. The reactants are: C[O:2][C:3]([C:5]1[CH:6]=[C:7]([C:18]2[CH:23]=[CH:22][CH:21]=[CH:20][C:19]=2[F:24])[CH:8]=[C:9]([C:11](=[O:17])[N:12]([CH3:16])[CH2:13][CH2:14][CH3:15])[CH:10]=1)=[O:4].[OH-].[Na+]. (2) Given the product [F:1][C:2]1[CH:3]=[C:4]([CH:27]=[CH:28][C:29]=1[F:30])[CH2:5][NH:6][C:7]([C:9]1[C:17]2[C:12](=[CH:13][CH:14]=[C:15]([NH:18][C:31](=[O:33])[CH3:32])[CH:16]=2)[N:11]([CH2:19][C:20]2[CH:25]=[CH:24][CH:23]=[CH:22][CH:21]=2)[C:10]=1[CH3:26])=[O:8], predict the reactants needed to synthesize it. The reactants are: [F:1][C:2]1[CH:3]=[C:4]([CH:27]=[CH:28][C:29]=1[F:30])[CH2:5][NH:6][C:7]([C:9]1[C:17]2[C:12](=[CH:13][CH:14]=[C:15]([NH2:18])[CH:16]=2)[N:11]([CH2:19][C:20]2[CH:25]=[CH:24][CH:23]=[CH:22][CH:21]=2)[C:10]=1[CH3:26])=[O:8].[C:31](OC(=O)C)(=[O:33])[CH3:32]. (3) Given the product [OH:14][C:15]1[C:10]2[C:8](=[CH:7][CH:6]=[C:5]([O:4][CH2:1][CH2:2][CH3:3])[CH:11]=2)[N:9]=[CH:22][C:16]=1[C:17]([O:19][CH2:20][CH3:21])=[O:18], predict the reactants needed to synthesize it. The reactants are: [CH2:1]([O:4][C:5]1[CH:11]=[CH:10][C:8]([NH2:9])=[CH:7][CH:6]=1)[CH2:2][CH3:3].C([O:14][CH:15]=[C:16]([C:22](OCC)=O)[C:17]([O:19][CH2:20][CH3:21])=[O:18])C. (4) Given the product [CH2:1]([O:8][C:9]([N:11]1[CH2:15][CH2:14][CH2:13][CH:12]1[C:16](=[O:28])[CH2:17][C:18](=[O:20])[CH3:19])=[O:10])[C:2]1[CH:7]=[CH:6][CH:5]=[CH:4][CH:3]=1, predict the reactants needed to synthesize it. The reactants are: [CH2:1]([O:8][C:9]([N:11]1[CH2:15][CH2:14][CH2:13][CH:12]1[C:16](=[O:28])[CH:17](C(OC(C)(C)C)=O)[C:18](=[O:20])[CH3:19])=[O:10])[C:2]1[CH:7]=[CH:6][CH:5]=[CH:4][CH:3]=1.O.C1(C)C=CC(S(O)(=O)=O)=CC=1. (5) Given the product [CH:1]1[C:13]2[CH:12]([CH2:14][O:15][C:16]([NH:18][C:19]([CH3:44])([C:21]([NH:23][C@H:24]([C:28]([N:30]([C@@H:32]([C@@H:40]([CH3:43])[CH2:41][CH3:42])[C@H:33]([O:38][CH3:39])[CH2:34][C:35]([N:67]3[CH2:68][CH2:69][CH2:70][C@H:66]3[C@H:48]([O:47][CH3:46])[C@@H:49]([CH3:65])[C:50]([NH:52][C@@H:53]([CH2:54][C:55]3[CH:56]=[CH:57][CH:58]=[CH:59][CH:60]=3)[C:61]([O:63][CH3:64])=[O:62])=[O:51])=[O:36])[CH3:31])=[O:29])[CH:25]([CH3:27])[CH3:26])=[O:22])[CH3:20])=[O:17])[C:11]3[C:6](=[CH:7][CH:8]=[CH:9][CH:10]=3)[C:5]=2[CH:4]=[CH:3][CH:2]=1, predict the reactants needed to synthesize it. The reactants are: [CH:1]1[C:13]2[CH:12]([CH2:14][O:15][C:16]([NH:18][C:19]([CH3:44])([C:21]([NH:23][C@H:24]([C:28]([N:30]([C@@H:32]([C@@H:40]([CH3:43])[CH2:41][CH3:42])[C@H:33]([O:38][CH3:39])[CH2:34][C:35](O)=[O:36])[CH3:31])=[O:29])[CH:25]([CH3:27])[CH3:26])=[O:22])[CH3:20])=[O:17])[C:11]3[C:6](=[CH:7][CH:8]=[CH:9][CH:10]=3)[C:5]=2[CH:4]=[CH:3][CH:2]=1.Cl.[CH3:46][O:47][C@@H:48]([C@@H:66]1[CH2:70][CH2:69][CH2:68][NH:67]1)[C@@H:49]([CH3:65])[C:50]([NH:52][C@H:53]([C:61]([O:63][CH3:64])=[O:62])[CH2:54][C:55]1[CH:60]=[CH:59][CH:58]=[CH:57][CH:56]=1)=[O:51].CN(C(ON1N=NC2C=CC=NC1=2)=[N+](C)C)C.F[P-](F)(F)(F)(F)F.C(N(C(C)C)CC)(C)C. (6) Given the product [F:1][C:2]1[CH:3]=[C:4]([CH:8]=[CH:9][C:10]=1[C:11]([F:14])([F:13])[F:12])[C:5]([NH:37][CH2:36][C:32]1[CH:31]=[C:30]([CH:35]=[CH:34][CH:33]=1)[O:29][C:26]1[CH:27]=[CH:28][C:23]([O:22][C:19]([CH3:21])([CH3:20])[C:18]([OH:40])=[O:17])=[C:24]([CH3:38])[CH:25]=1)=[O:7], predict the reactants needed to synthesize it. The reactants are: [F:1][C:2]1[CH:3]=[C:4]([CH:8]=[CH:9][C:10]=1[C:11]([F:14])([F:13])[F:12])[C:5]([OH:7])=O.C([O:17][C:18](=[O:40])[C:19]([O:22][C:23]1[CH:28]=[CH:27][C:26]([O:29][C:30]2[CH:35]=[CH:34][CH:33]=[C:32]([CH2:36][NH2:37])[CH:31]=2)=[CH:25][C:24]=1[CH2:38]C)([CH3:21])[CH3:20])C. (7) Given the product [Br:10][C:9]1[CH:8]=[CH:7][C:6]([N+:11]([O-:13])=[O:12])=[C:5]2[C:4]=1[C:3](=[O:2])[NH:18][CH2:14]2, predict the reactants needed to synthesize it. The reactants are: C[O:2][C:3](=O)[C:4]1[C:9]([Br:10])=[CH:8][CH:7]=[C:6]([N+:11]([O-:13])=[O:12])[C:5]=1[CH2:14]Br.[OH-].[NH4+:18]. (8) Given the product [CH3:22][C:23]1[CH:28]=[CH:27][C:26]([N+:29]([O-:31])=[O:30])=[CH:25][C:24]=1[S:32]([N:1]1[CH:5]=[CH:4][C:3]([C:6]2[C:15]3[C:10](=[CH:11][CH:12]=[CH:13][CH:14]=3)[N:9]=[CH:8][CH:7]=2)=[N:2]1)(=[O:34])=[O:33], predict the reactants needed to synthesize it. The reactants are: [NH:1]1[CH:5]=[CH:4][C:3]([C:6]2[C:15]3[C:10](=[CH:11][CH:12]=[CH:13][CH:14]=3)[N:9]=[CH:8][CH:7]=2)=[N:2]1.C(=O)([O-])[O-].[K+].[K+].[CH3:22][C:23]1[CH:28]=[CH:27][C:26]([N+:29]([O-:31])=[O:30])=[CH:25][C:24]=1[S:32](Cl)(=[O:34])=[O:33]. (9) Given the product [CH:15]1([CH2:14][CH2:13][CH2:12][C@@H:8]([C:9]2[O:11][N:47]=[C:36]([CH2:37][S:38]([C:41]3[CH:46]=[CH:45][CH:44]=[CH:43][CH:42]=3)(=[O:40])=[O:39])[N:35]=2)[CH2:7][C:6]([O:5][C:1]([CH3:2])([CH3:3])[CH3:4])=[O:21])[CH2:20][CH2:19][CH2:18][CH2:17][CH2:16]1, predict the reactants needed to synthesize it. The reactants are: [C:1]([O:5][C:6](=[O:21])[CH2:7][C@@H:8]([CH2:12][CH2:13][CH2:14][CH:15]1[CH2:20][CH2:19][CH2:18][CH2:17][CH2:16]1)[C:9]([OH:11])=O)([CH3:4])([CH3:3])[CH3:2].C(N1C=CN=C1)(N1C=CN=C1)=O.O[NH:35][C:36](=[NH:47])[CH2:37][S:38]([C:41]1[CH:46]=[CH:45][CH:44]=[CH:43][CH:42]=1)(=[O:40])=[O:39].